Dataset: Catalyst prediction with 721,799 reactions and 888 catalyst types from USPTO. Task: Predict which catalyst facilitates the given reaction. Reactant: C([O:3][C:4](=[O:38])[CH2:5][N:6]([CH2:17][CH2:18][CH2:19][N:20]([CH2:28][C:29]1[CH:37]=[CH:36][C:32]2[O:33][CH2:34][O:35][C:31]=2[CH:30]=1)[C:21]([O:23][C:24]([CH3:27])([CH3:26])[CH3:25])=[O:22])[C:7]1[S:11][N:10]=[C:9]([N:12]2[CH:16]=[CH:15][N:14]=[CH:13]2)[N:8]=1)C.[Li+].[OH-].C1COCC1. The catalyst class is: 25. Product: [O:33]1[C:32]2[CH:36]=[CH:37][C:29]([CH2:28][N:20]([C:21]([O:23][C:24]([CH3:27])([CH3:26])[CH3:25])=[O:22])[CH2:19][CH2:18][CH2:17][N:6]([CH2:5][C:4]([OH:38])=[O:3])[C:7]3[S:11][N:10]=[C:9]([N:12]4[CH:16]=[CH:15][N:14]=[CH:13]4)[N:8]=3)=[CH:30][C:31]=2[O:35][CH2:34]1.